This data is from Full USPTO retrosynthesis dataset with 1.9M reactions from patents (1976-2016). The task is: Predict the reactants needed to synthesize the given product. (1) Given the product [C:2]([N:26]1[CH2:25][CH2:24][C:23]2[C:28](=[CH:29][CH:30]=[CH:31][C:22]=2[NH:21][C:19](=[O:20])[CH2:18][C:10]2[CH:11]=[CH:12][C:13]([C:14]([F:15])([F:17])[F:16])=[C:8]([F:7])[CH:9]=2)[CH2:27]1)#[N:1], predict the reactants needed to synthesize it. The reactants are: [N:1]#[C:2]Br.CO.Cl.[F:7][C:8]1[CH:9]=[C:10]([CH2:18][C:19]([NH:21][C:22]2[CH:31]=[CH:30][CH:29]=[C:28]3[C:23]=2[CH2:24][CH2:25][NH:26][CH2:27]3)=[O:20])[CH:11]=[CH:12][C:13]=1[C:14]([F:17])([F:16])[F:15].C([O-])(=O)C.[Na+]. (2) Given the product [I:17][C:7]1[CH:8]=[C:9]2[C:14](=[C:5]([C:3]([OH:4])=[O:2])[CH:6]=1)[O:13][C:12]([CH3:16])([CH3:15])[CH:11]=[CH:10]2, predict the reactants needed to synthesize it. The reactants are: C[O:2][C:3]([C:5]1[CH:6]=[C:7]([I:17])[CH:8]=[C:9]2[C:14]=1[O:13][C:12]([CH3:16])([CH3:15])[CH:11]=[CH:10]2)=[O:4].[OH-].[K+].